Predict the reactants needed to synthesize the given product. From a dataset of Full USPTO retrosynthesis dataset with 1.9M reactions from patents (1976-2016). (1) Given the product [Cl:1][C:2]1[CH:3]=[C:4](/[CH:8]=[CH:9]/[C:10]([N:12]2[CH2:18][CH2:17][C:16](=[O:19])[N:15]([CH2:21][CH2:22][N:23]3[CH2:27][CH2:26][CH2:25][CH2:24]3)[CH2:14][CH2:13]2)=[O:11])[CH:5]=[CH:6][CH:7]=1, predict the reactants needed to synthesize it. The reactants are: [Cl:1][C:2]1[CH:3]=[C:4](/[CH:8]=[CH:9]/[C:10]([N:12]2[CH2:18][CH2:17][C:16](=[O:19])[NH:15][CH2:14][CH2:13]2)=[O:11])[CH:5]=[CH:6][CH:7]=1.Cl[CH2:21][CH2:22][N:23]1[CH2:27][CH2:26][CH2:25][CH2:24]1. (2) Given the product [F:15][C:16]1[CH:17]=[C:18]([N+:23]([O-:25])=[O:24])[CH:19]=[CH:20][C:21]=1[N:1]1[CH2:6][CH2:5][O:4][CH2:3][CH2:2]1, predict the reactants needed to synthesize it. The reactants are: [NH:1]1[CH2:6][CH2:5][O:4][CH2:3][CH2:2]1.P([O-])([O-])([O-])=O.[K+].[K+].[K+].[F:15][C:16]1[CH:17]=[C:18]([N+:23]([O-:25])=[O:24])[CH:19]=[CH:20][C:21]=1F. (3) Given the product [CH2:11]([O:13][C:14]1[CH:19]=[C:18]([C:2]2[C:9]([CH3:10])=[CH:8][CH:7]=[C:4]([C:5]#[N:6])[CH:3]=2)[CH:17]=[CH:16][CH:15]=1)[CH3:12], predict the reactants needed to synthesize it. The reactants are: Cl[C:2]1[CH:3]=[C:4]([CH:7]=[CH:8][C:9]=1[CH3:10])[C:5]#[N:6].[CH2:11]([O:13][C:14]1[CH:15]=[C:16](B(O)O)[CH:17]=[CH:18][CH:19]=1)[CH3:12].[F-].[K+]. (4) The reactants are: Cl[C:2]1[CH:7]=[C:6]([C:8]([F:11])([F:10])[F:9])[N:5]=[C:4]([C:12]2[CH:13]=[N:14][CH:15]=[CH:16][CH:17]=2)[N:3]=1.[Br:18][C:19]1[C:20]([C:25]2[CH:26]=[C:27]([CH:29]=[CH:30][CH:31]=2)[NH2:28])=[N:21][N:22]([CH3:24])[CH:23]=1.Cl. Given the product [Br:18][C:19]1[C:20]([C:25]2[CH:26]=[C:27]([CH:29]=[CH:30][CH:31]=2)[NH:28][C:2]2[CH:7]=[C:6]([C:8]([F:11])([F:10])[F:9])[N:5]=[C:4]([C:12]3[CH:13]=[N:14][CH:15]=[CH:16][CH:17]=3)[N:3]=2)=[N:21][N:22]([CH3:24])[CH:23]=1, predict the reactants needed to synthesize it. (5) Given the product [C:1]([O:5][C:6]([NH:8][CH2:9][C:10]1[C:11]([C:28]2[CH:29]=[CH:30][C:31]([CH3:34])=[CH:32][CH:33]=2)=[C:12]([CH2:21][CH2:22][C:23]([O:25][CH2:26][CH3:27])=[O:24])[C:13]([CH3:20])=[N:14][C:15]=1[CH2:16][CH:17]([CH3:18])[CH3:19])=[O:7])([CH3:3])([CH3:4])[CH3:2], predict the reactants needed to synthesize it. The reactants are: [C:1]([O:5][C:6]([NH:8][CH2:9][C:10]1[C:11]([C:28]2[CH:33]=[CH:32][C:31]([CH3:34])=[CH:30][CH:29]=2)=[C:12](/[CH:21]=[CH:22]/[C:23]([O:25][CH2:26][CH3:27])=[O:24])[C:13]([CH3:20])=[N:14][C:15]=1[CH2:16][CH:17]([CH3:19])[CH3:18])=[O:7])([CH3:4])([CH3:3])[CH3:2].